From a dataset of Full USPTO retrosynthesis dataset with 1.9M reactions from patents (1976-2016). Predict the reactants needed to synthesize the given product. (1) Given the product [NH2:8][C:9]1[C:14]2[C:15]3[CH:21]=[CH:20][C:19]([C:22]([F:25])([F:24])[F:23])=[CH:18][C:16]=3[S:17][C:13]=2[C:12]([C:26]([NH2:27])=[O:33])=[CH:11][N:10]=1, predict the reactants needed to synthesize it. The reactants are: COC1C=CC(C[NH:8][C:9]2[C:14]3[C:15]4[CH:21]=[CH:20][C:19]([C:22]([F:25])([F:24])[F:23])=[CH:18][C:16]=4[S:17][C:13]=3[C:12]([C:26]#[N:27])=[CH:11][N:10]=2)=CC=1.O.[OH-].[K+].[O-:33]P([O-])([O-])=O.[K+].[K+].[K+]. (2) Given the product [CH:21]([C:17]1[N:18]=[C:19]([C:3]2[N:4]3[CH:9]=[CH:8][C:7]([C:10]([OH:13])([CH3:11])[CH3:12])=[N:6][C:5]3=[N:1][CH:2]=2)[CH:20]=[CH:15][N:16]=1)([CH3:23])[CH3:22], predict the reactants needed to synthesize it. The reactants are: [N:1]1[CH:2]=[CH:3][N:4]2[CH:9]=[CH:8][C:7]([C:10]([OH:13])([CH3:12])[CH3:11])=[N:6][C:5]=12.Cl[C:15]1[CH:20]=[CH:19][N:18]=[C:17]([CH:21]([CH3:23])[CH3:22])[N:16]=1.C([O-])([O-])=O.[Cs+].[Cs+].O. (3) The reactants are: [Br:1][C:2]1[CH:3]=[C:4]2[C:8](=[CH:9][C:10]=1[N+:11]([O-:13])=[O:12])[N:7]([C:14]([C:27]1[CH:32]=[CH:31][CH:30]=[CH:29][CH:28]=1)([C:21]1[CH:26]=[CH:25][CH:24]=[CH:23][CH:22]=1)[C:15]1[CH:20]=[CH:19][CH:18]=[CH:17][CH:16]=1)[N:6]=[C:5]2I.[CH3:34][C:35]1[CH:40]=[C:39](B(O)O)[CH:38]=[CH:37][N:36]=1.C(=O)([O-])[O-].[Cs+].[Cs+]. Given the product [Br:1][C:2]1[CH:3]=[C:4]2[C:8](=[CH:9][C:10]=1[N+:11]([O-:13])=[O:12])[N:7]([C:14]([C:27]1[CH:32]=[CH:31][CH:30]=[CH:29][CH:28]=1)([C:21]1[CH:26]=[CH:25][CH:24]=[CH:23][CH:22]=1)[C:15]1[CH:20]=[CH:19][CH:18]=[CH:17][CH:16]=1)[N:6]=[C:5]2[C:39]1[CH:38]=[CH:37][N:36]=[C:35]([CH3:34])[CH:40]=1, predict the reactants needed to synthesize it. (4) Given the product [Br:11][C:8]1[CH:9]=[CH:10][C:5]([C:3](=[O:4])[CH2:2][N:12]2[CH2:16][CH2:15][CH2:14][CH2:13]2)=[CH:6][CH:7]=1, predict the reactants needed to synthesize it. The reactants are: Br[CH2:2][C:3]([C:5]1[CH:10]=[CH:9][C:8]([Br:11])=[CH:7][CH:6]=1)=[O:4].[NH:12]1[CH2:16][CH2:15][CH2:14][CH2:13]1. (5) Given the product [CH3:29][CH2:28][CH2:27][CH:26]([CH3:31])[CH3:25].[NH3:1].[CH3:11][OH:12].[N:1]([CH2:4][C:5]1([C:11]([O:13][CH3:14])=[O:12])[CH2:10][CH2:9][N:8]([CH2:21][CH2:22][O:23][CH2:24][CH2:25][C:26]2[CH:31]=[CH:30][CH:29]=[CH:28][CH:27]=2)[CH2:7][CH2:6]1)=[N+:2]=[N-:3], predict the reactants needed to synthesize it. The reactants are: [N:1]([CH2:4][C:5]1([C:11]([O:13][CH3:14])=[O:12])[CH2:10][CH2:9][NH:8][CH2:7][CH2:6]1)=[N+:2]=[N-:3].FC(F)(F)S(O[CH2:21][CH2:22][O:23][CH2:24][CH2:25][C:26]1[CH:31]=[CH:30][CH:29]=[CH:28][CH:27]=1)(=O)=O.CCN(C(C)C)C(C)C.